This data is from Catalyst prediction with 721,799 reactions and 888 catalyst types from USPTO. The task is: Predict which catalyst facilitates the given reaction. Reactant: [CH2:1]([NH:8][C:9]1[CH:14]=[CH:13][C:12]([O:15][CH2:16][C:17]#[CH:18])=[CH:11][C:10]=1[C:19]([C:21]1[CH:26]=[CH:25][C:24]([CH:27]([CH3:29])[CH3:28])=[CH:23][CH:22]=1)=O)[C:2]1[CH:7]=[CH:6][CH:5]=[CH:4][CH:3]=1.[S-:30][C:31]#[N:32].[K+]. Product: [CH2:1]([N:8]1[C:9]2[C:10](=[CH:11][C:12]([O:15][CH2:16][C:17]#[CH:18])=[CH:13][CH:14]=2)[C:19]([C:21]2[CH:26]=[CH:25][C:24]([CH:27]([CH3:29])[CH3:28])=[CH:23][CH:22]=2)=[N:32][C:31]1=[S:30])[C:2]1[CH:7]=[CH:6][CH:5]=[CH:4][CH:3]=1. The catalyst class is: 15.